Task: Binary Classification. Given a T-cell receptor sequence (or CDR3 region) and an epitope sequence, predict whether binding occurs between them.. Dataset: TCR-epitope binding with 47,182 pairs between 192 epitopes and 23,139 TCRs (1) The epitope is RLRAEAQVK. The TCR CDR3 sequence is CASSYFRMGGQETQYF. Result: 0 (the TCR does not bind to the epitope). (2) The epitope is IIKDYGKQM. The TCR CDR3 sequence is CASSQERASGGPQYF. Result: 0 (the TCR does not bind to the epitope). (3) The epitope is ELAGIGILTV. The TCR CDR3 sequence is CASRLRHRASPLHF. Result: 1 (the TCR binds to the epitope). (4) The epitope is RQLLFVVEV. The TCR CDR3 sequence is CASSLYASQPQHF. Result: 1 (the TCR binds to the epitope). (5) The epitope is LPRRSGAAGA. The TCR CDR3 sequence is CASSEVGEQFF. Result: 0 (the TCR does not bind to the epitope).